From a dataset of Catalyst prediction with 721,799 reactions and 888 catalyst types from USPTO. Predict which catalyst facilitates the given reaction. (1) Reactant: [CH3:1][O:2][C:3]1[CH:26]=[CH:25][C:6]([CH2:7][O:8][C@H:9]([CH2:14][CH2:15][CH2:16][CH2:17][CH2:18][CH2:19][CH2:20][CH2:21][CH2:22][CH2:23][CH3:24])[CH2:10][C:11](O)=[O:12])=[CH:5][CH:4]=1.CN(C)C=O.C(Cl)(=O)C([Cl:35])=O. Product: [CH3:1][O:2][C:3]1[CH:26]=[CH:25][C:6]([CH2:7][O:8][C@H:9]([CH2:14][CH2:15][CH2:16][CH2:17][CH2:18][CH2:19][CH2:20][CH2:21][CH2:22][CH2:23][CH3:24])[CH2:10][C:11]([Cl:35])=[O:12])=[CH:5][CH:4]=1. The catalyst class is: 2. (2) Reactant: Cl.[N:2]1([NH2:8])[CH2:7][CH2:6][CH2:5][CH2:4][CH2:3]1.N1C=CC=CC=1.[Cl:15][C:16]1[CH:21]=[C:20]([Cl:22])[CH:19]=[CH:18][C:17]=1[C:23]1[N:24]([C:32]2[CH:37]=[CH:36][C:35]([O:38][CH2:39][CH2:40][C:41]([F:44])([F:43])[F:42])=[CH:34][CH:33]=2)[C:25]([CH3:31])=[C:26]([C:28](Cl)=[O:29])[N:27]=1. Product: [Cl:15][C:16]1[CH:21]=[C:20]([Cl:22])[CH:19]=[CH:18][C:17]=1[C:23]1[N:24]([C:32]2[CH:33]=[CH:34][C:35]([O:38][CH2:39][CH2:40][C:41]([F:43])([F:44])[F:42])=[CH:36][CH:37]=2)[C:25]([CH3:31])=[C:26]([C:28]([NH:8][N:2]2[CH2:7][CH2:6][CH2:5][CH2:4][CH2:3]2)=[O:29])[N:27]=1. The catalyst class is: 2. (3) Reactant: [NH:1]1[C:9]2[C:4](=[CH:5][C:6]([C:10]3[N:15]=[C:14]([C:16](O)=[O:17])[CH:13]=[C:12]([N:19]4[CH2:24][CH2:23][O:22][CH2:21][C@@H:20]4[CH3:25])[N:11]=3)=[CH:7][CH:8]=2)[CH:3]=[CH:2]1. Product: [NH:1]1[C:9]2[C:4](=[CH:5][C:6]([C:10]3[N:15]=[C:14]([CH2:16][OH:17])[CH:13]=[C:12]([N:19]4[CH2:24][CH2:23][O:22][CH2:21][C@@H:20]4[CH3:25])[N:11]=3)=[CH:7][CH:8]=2)[CH:3]=[CH:2]1. The catalyst class is: 1. (4) Reactant: [NH:1]1[CH2:5][CH2:4][CH:3]([OH:6])[CH2:2]1.F[C:8]1[CH:18]=[CH:17][C:11]([C:12]([O:14][CH2:15][CH3:16])=[O:13])=[CH:10][CH:9]=1.CS(C)=O. Product: [OH:6][CH:3]1[CH2:4][CH2:5][N:1]([C:8]2[CH:18]=[CH:17][C:11]([C:12]([O:14][CH2:15][CH3:16])=[O:13])=[CH:10][CH:9]=2)[CH2:2]1. The catalyst class is: 6.